From a dataset of Forward reaction prediction with 1.9M reactions from USPTO patents (1976-2016). Predict the product of the given reaction. (1) Given the reactants [O:1]([C:8]1[CH:16]=[CH:15][C:11]([C:12]([NH2:14])=O)=[CH:10][CH:9]=1)[C:2]1[CH:7]=[CH:6][CH:5]=[CH:4][CH:3]=1.[CH:17]([NH2:19])=[O:18], predict the reaction product. The product is: [CH:17]([N:19]=[C:12]([NH2:14])[C:11]1[CH:10]=[CH:9][C:8]([O:1][C:2]2[CH:7]=[CH:6][CH:5]=[CH:4][CH:3]=2)=[CH:16][CH:15]=1)=[O:18]. (2) Given the reactants [CH3:1][C:2]1[CH:7]=[C:6]([N+:8]([O-])=O)[CH:5]=[CH:4][C:3]=1[C:11]1[CH2:16][CH2:15][N:14]([C:17]([O:19][CH2:20][CH2:21][Si:22]([CH3:25])([CH3:24])[CH3:23])=[O:18])[CH2:13][CH:12]=1.[H][H], predict the reaction product. The product is: [NH2:8][C:6]1[CH:5]=[CH:4][C:3]([CH:11]2[CH2:16][CH2:15][N:14]([C:17]([O:19][CH2:20][CH2:21][Si:22]([CH3:25])([CH3:24])[CH3:23])=[O:18])[CH2:13][CH2:12]2)=[C:2]([CH3:1])[CH:7]=1. (3) Given the reactants CCN=C=NCCCN(C)C.[NH2:12][C:13]1[N:18]=[C:17]([C:19]2[S:23][C:22]([C:24]([OH:26])=O)=[CH:21][CH:20]=2)[CH:16]=[CH:15][N:14]=1.C1C=CC2N(O)N=NC=2C=1.[CH3:37][O:38][C:39]1[CH:44]=[CH:43][C:42]([CH2:45][NH2:46])=[CH:41][CH:40]=1, predict the reaction product. The product is: [NH2:12][C:13]1[N:18]=[C:17]([C:19]2[S:23][C:22]([C:24]([NH:46][CH2:45][C:42]3[CH:43]=[CH:44][C:39]([O:38][CH3:37])=[CH:40][CH:41]=3)=[O:26])=[CH:21][CH:20]=2)[CH:16]=[CH:15][N:14]=1. (4) Given the reactants N(=[C:3]1[C:7]2=[C:8]3[C:13](=[CH:14][CH:15]=[C:6]2[NH:5][C:4]1=[O:16])[N:12]=[CH:11][CH:10]=[CH:9]3)N.[O-]CC.[Na+].C(O)(=O)C, predict the reaction product. The product is: [CH2:3]1[C:7]2=[C:8]3[C:13](=[CH:14][CH:15]=[C:6]2[NH:5][C:4]1=[O:16])[N:12]=[CH:11][CH:10]=[CH:9]3. (5) Given the reactants O[C:2]1[N:7]2[CH:8]=[N:9][N:10]=[C:6]2[C:5]([C:11]2[CH:16]=[CH:15][CH:14]=[C:13]([C:17]([F:20])([F:19])[F:18])[CH:12]=2)=[C:4]([C:21]2[CH:26]=[CH:25][N:24]=[C:23]([Cl:27])[CH:22]=2)[N:3]=1.O=P(Cl)(Cl)[Cl:30].C(N(C(C)C)CC)(C)C, predict the reaction product. The product is: [Cl:30][C:2]1[N:7]2[CH:8]=[N:9][N:10]=[C:6]2[C:5]([C:11]2[CH:16]=[CH:15][CH:14]=[C:13]([C:17]([F:20])([F:19])[F:18])[CH:12]=2)=[C:4]([C:21]2[CH:26]=[CH:25][N:24]=[C:23]([Cl:27])[CH:22]=2)[N:3]=1. (6) Given the reactants Cl.Cl.[F:3][C:4]1[CH:5]=[CH:6][C:7]2[N:11]=[C:10]([C@@H:12]([NH2:14])[CH3:13])[N:9]([C:15]3[CH:20]=[CH:19][CH:18]=[CH:17][CH:16]=3)[C:8]=2[CH:21]=1.Cl[C:23]1[N:28]=[C:27]([CH3:29])[N:26]=[C:25]([NH2:30])[N:24]=1.CCN(C(C)C)C(C)C, predict the reaction product. The product is: [F:3][C:4]1[CH:5]=[CH:6][C:7]2[N:11]=[C:10]([C@@H:12]([NH:14][C:23]3[N:24]=[C:25]([NH2:30])[N:26]=[C:27]([CH3:29])[N:28]=3)[CH3:13])[N:9]([C:15]3[CH:16]=[CH:17][CH:18]=[CH:19][CH:20]=3)[C:8]=2[CH:21]=1. (7) Given the reactants Br.[NH2:2][C@H:3]1[C:12]2[C:7](=[CH:8][CH:9]=[CH:10][CH:11]=2)[N:6]([C:13](=[O:15])[CH3:14])[C@@H:5]([CH:16]2[CH2:18][CH2:17]2)[C@@H:4]1[CH3:19].Br[C:21]1[CH:26]=[CH:25][CH:24]=[C:23]([CH3:27])[N:22]=1.CN(C1C(C2C(P(C3CCCCC3)C3CCCCC3)=CC=CC=2)=CC=CC=1)C.CC(C)([O-])C.[Na+], predict the reaction product. The product is: [CH:16]1([C@H:5]2[C@H:4]([CH3:19])[C@@H:3]([NH:2][C:21]3[CH:26]=[CH:25][CH:24]=[C:23]([CH3:27])[N:22]=3)[C:12]3[C:7](=[CH:8][CH:9]=[CH:10][CH:11]=3)[N:6]2[C:13](=[O:15])[CH3:14])[CH2:18][CH2:17]1. (8) The product is: [CH2:24]([O:23][C:21]([C:20]1[C:14]([C:13](=[O:18])[C:10]2[CH:9]=[CH:8][C:7]([O:6][CH3:5])=[CH:12][CH:11]=2)=[C:15]([CH3:16])[O:17][N:26]=1)=[O:22])[CH3:25]. Given the reactants [O-]CC.[Na+].[CH3:5][O:6][C:7]1[CH:12]=[CH:11][C:10]([C:13](=[O:18])[CH2:14][C:15](=[O:17])[CH3:16])=[CH:9][CH:8]=1.Cl[C:20](=[N:26]O)[C:21]([O:23][CH2:24][CH3:25])=[O:22], predict the reaction product. (9) Given the reactants [Cl:1][C:2]1[CH:28]=[CH:27][C:5]([NH:6][C:7]2[CH:15]=[C:14]([C:16]([OH:18])=O)[C:13]([NH:19][C:20]3[CH:25]=[CH:24][C:23]([Cl:26])=[CH:22][CH:21]=3)=[CH:12][C:8]=2[C:9]([OH:11])=O)=[CH:4][CH:3]=1.P(=O)(O)(O)O.CO, predict the reaction product. The product is: [CH:3]1[C:2]([Cl:1])=[CH:28][C:27]2[C:9]([C:8]3[C:7]([NH:6][C:5]=2[CH:4]=1)=[CH:15][C:14]1[C:16]([C:21]2[CH:22]=[C:23]([Cl:26])[CH:24]=[CH:25][C:20]=2[NH:19][C:13]=1[CH:12]=3)=[O:18])=[O:11].